This data is from Reaction yield outcomes from USPTO patents with 853,638 reactions. The task is: Predict the reaction yield, written as a fraction of the theoretical maximum amount of product (1.0 means a 100% yield; for example, 0.34 means a 34% yield). (1) The reactants are [F:1][C:2]1[CH:7]=[CH:6][CH:5]=[C:4]([F:8])[C:3]=1[C:9]1[N:13]([S:14]([C:17]2[CH:18]=[N:19][CH:20]=[CH:21][CH:22]=2)(=[O:16])=[O:15])[CH:12]=[C:11]([CH:23]=[O:24])[CH:10]=1.[Cl:25]N1C(=O)CCC1=O.O. The catalyst is O1CCCC1.CN(C)C=O. The product is [Cl:25][C:12]1[N:13]([S:14]([C:17]2[CH:18]=[N:19][CH:20]=[CH:21][CH:22]=2)(=[O:16])=[O:15])[C:9]([C:3]2[C:2]([F:1])=[CH:7][CH:6]=[CH:5][C:4]=2[F:8])=[CH:10][C:11]=1[CH:23]=[O:24]. The yield is 0.580. (2) The yield is 0.390. The product is [F:31][C:32]([F:43])([F:42])[C:33]([NH:1][C:2]1[CH:7]=[CH:6][CH:5]=[CH:4][C:3]=1[S:8](=[O:10])(=[O:9])[NH:11][C:12]1[CH:13]=[CH:14][CH:15]=[C:16]2[C:21]=1[N:20]=[CH:19][CH:18]=[CH:17]2)=[O:34]. No catalyst specified. The reactants are [NH2:1][C:2]1[CH:7]=[CH:6][CH:5]=[CH:4][C:3]=1[S:8]([NH:11][C:12]1[CH:13]=[CH:14][CH:15]=[C:16]2[C:21]=1[N:20]=[CH:19][CH:18]=[CH:17]2)(=[O:10])=[O:9].CCN(C(C)C)C(C)C.[F:31][C:32]([F:43])([F:42])[C:33](O[C:33](=[O:34])[C:32]([F:43])([F:42])[F:31])=[O:34]. (3) The reactants are [O:1]1[C:5]([C:6]2[CH:7]=[C:8]([CH:11]=[CH:12][CH:13]=2)[C:9]#[N:10])=[CH:4][N:3]=[CH:2]1.[Li]CCCC.[Cl:19]C(Cl)(Cl)C(Cl)(Cl)Cl. The catalyst is C1COCC1. The product is [Cl:19][C:2]1[O:1][C:5]([C:6]2[CH:7]=[C:8]([CH:11]=[CH:12][CH:13]=2)[C:9]#[N:10])=[CH:4][N:3]=1. The yield is 0.440. (4) The reactants are Cl[C:2]([C:22]1[CH:27]=[CH:26][CH:25]=[CH:24][CH:23]=1)([C:16]1[CH:21]=[CH:20][CH:19]=[CH:18][CH:17]=1)[C:3]([NH:5][C:6]1[C:15]2[C:10](=[CH:11][CH:12]=[CH:13][CH:14]=2)[N:9]=[CH:8][N:7]=1)=[O:4].[N:28]1[CH:29]=[CH:30][N:31]2[CH:36]=[C:35](B(O)O)[CH:34]=[CH:33][C:32]=12.N1C=CN2C=C(C3N=C(NCC(C4C=CC=CC=4)C4NC=CC=4)C4C(=CC=CC=4)N=3)C=CC=12. The catalyst is CCOC(C)=O. The product is [N:28]1[CH:29]=[CH:30][N:31]2[CH:36]=[C:35]([C:8]3[N:7]=[C:6]([NH:5][C:3](=[O:4])[CH:2]([C:22]4[CH:27]=[CH:26][CH:25]=[CH:24][CH:23]=4)[C:16]4[CH:21]=[CH:20][CH:19]=[CH:18][CH:17]=4)[C:15]4[C:10](=[CH:11][CH:12]=[CH:13][CH:14]=4)[N:9]=3)[CH:34]=[CH:33][C:32]=12. The yield is 0.290. (5) The reactants are [Si:1]([O:8][CH2:9][C@H:10]1[C@H:14]([O:15][CH:16]2[CH2:21][CH2:20][CH2:19][CH2:18][O:17]2)[CH2:13][C@H:12]([OH:22])[C@@H:11]1[CH2:23][CH2:24][CH2:25][CH2:26][CH2:27][CH2:28][C:29]([O:31][CH3:32])=[O:30])([C:4]([CH3:7])([CH3:6])[CH3:5])([CH3:3])[CH3:2].N1C=CC=CC=1.[C:39](Cl)(=[O:41])[CH3:40].O. The catalyst is ClCCl. The product is [C:39]([O:22][C@@H:12]1[C@H:11]([CH2:23][CH2:24][CH2:25][CH2:26][CH2:27][CH2:28][C:29]([O:31][CH3:32])=[O:30])[C@@H:10]([CH2:9][O:8][Si:1]([C:4]([CH3:7])([CH3:6])[CH3:5])([CH3:2])[CH3:3])[C@H:14]([O:15][CH:16]2[CH2:21][CH2:20][CH2:19][CH2:18][O:17]2)[CH2:13]1)(=[O:41])[CH3:40]. The yield is 0.999.